This data is from Full USPTO retrosynthesis dataset with 1.9M reactions from patents (1976-2016). The task is: Predict the reactants needed to synthesize the given product. (1) Given the product [NH2:22][C:18]1[C:17]([C:9]2[N:10]([C:11]3[CH:16]=[CH:15][CH:14]=[CH:13][CH:12]=3)[C:3]3[C:2]([C:28]4[CH:29]=[CH:30][C:25]([CH:23]=[O:24])=[CH:26][CH:27]=4)=[CH:7][N:6]=[CH:5][C:4]=3[N:8]=2)=[N:21][O:20][N:19]=1, predict the reactants needed to synthesize it. The reactants are: Br[C:2]1[C:3]2[N:10]([C:11]3[CH:16]=[CH:15][CH:14]=[CH:13][CH:12]=3)[C:9]([C:17]3[C:18]([NH2:22])=[N:19][O:20][N:21]=3)=[N:8][C:4]=2[CH:5]=[N:6][CH:7]=1.[CH:23]([C:25]1[CH:30]=[CH:29][C:28](B(O)O)=[CH:27][CH:26]=1)=[O:24].C([O-])([O-])=O.[K+].[K+]. (2) Given the product [N:8]1([C:6]([O:5][C:1]([CH3:4])([CH3:2])[CH3:3])=[O:7])[C@H:12]([C:13]([O:15][CH2:26][C:22]2[CH:23]=[CH:24][CH:25]=[C:20]([Cl:19])[C:21]=2[F:28])=[O:14])[CH2:11][C@H:10]2[CH2:16][CH2:17][CH2:18][C@@H:9]12, predict the reactants needed to synthesize it. The reactants are: [C:1]([O:5][C:6]([N:8]1[C@H:12]([C:13]([OH:15])=[O:14])[CH2:11][C@H:10]2[CH2:16][CH2:17][CH2:18][C@@H:9]12)=[O:7])([CH3:4])([CH3:3])[CH3:2].[Cl:19][C:20]1[C:21]([F:28])=[C:22]([CH2:26]N)[CH:23]=[CH:24][CH:25]=1.CN(C(ON1N=NC2C=CC=NC1=2)=[N+](C)C)C.F[P-](F)(F)(F)(F)F.CCN(C(C)C)C(C)C. (3) Given the product [F:10][C:11]1[CH:20]=[C:19]2[C:14]([C:15]([OH:29])=[C:16]([C:24]([NH:38][CH2:37][C:36]([O:35][C:31]([CH3:34])([CH3:33])[CH3:32])=[O:39])=[O:25])[C:17](=[O:23])[C:18]2([CH3:22])[CH3:21])=[CH:13][CH:12]=1, predict the reactants needed to synthesize it. The reactants are: CCN(C(C)C)C(C)C.[F:10][C:11]1[CH:20]=[C:19]2[C:14]([C:15]([OH:29])=[C:16]([C:24](OCC)=[O:25])[C:17](=[O:23])[C:18]2([CH3:22])[CH3:21])=[CH:13][CH:12]=1.Cl.[C:31]([O:35][C:36](=[O:39])[CH2:37][NH2:38])([CH3:34])([CH3:33])[CH3:32]. (4) Given the product [P:12]([C:35]1[CH:42]=[CH:41][CH:38]=[CH:37][CH:36]=1)([C:19]1[CH:24]=[CH:23][CH:22]=[CH:21][CH:20]=1)([C:13]1[CH:14]=[CH:15][CH:16]=[CH:17][CH:18]=1)=[O:46], predict the reactants needed to synthesize it. The reactants are: C1(C[P+:12](C2C=CC=CC=2)([C:19]2[CH:24]=[CH:23][CH:22]=[CH:21][CH:20]=2)[C:13]2[CH:18]=[CH:17][CH:16]=[CH:15][CH:14]=2)C2C(=CC=CC=2)C=CC=1.[H-].[Na+].C([C:35]1[CH:42]=[CH:41][C:38](C=O)=[CH:37][CH:36]=1)#N.C1C[O:46]CC1.